Dataset: Reaction yield outcomes from USPTO patents with 853,638 reactions. Task: Predict the reaction yield, written as a fraction of the theoretical maximum amount of product (1.0 means a 100% yield; for example, 0.34 means a 34% yield). (1) The reactants are [CH2:1]([O:3][C:4]1[C:5]([B:14]2[O:18][C:17]([CH3:20])(C)C(C)(C)[O:15]2)=[C:6]([CH:9]=[CH:10][C:11]=1[O:12][CH3:13])C=O)[CH3:2].[N+:23](C)([O-:25])=[O:24]. The catalyst is C1COCC1.[OH-].[Na+]. The product is [CH2:1]([O:3][C:4]1[C:5]2[B:14]([OH:15])[O:18][CH:17]([CH2:20][N+:23]([O-:25])=[O:24])[C:6]=2[CH:9]=[CH:10][C:11]=1[O:12][CH3:13])[CH3:2]. The yield is 0.590. (2) The reactants are [NH:1]1[CH2:4][CH:3]([O:5][C:6]2[CH:17]=[CH:16][C:9]([CH2:10][N:11]3[CH2:15][CH2:14][CH2:13][CH2:12]3)=[C:8]([O:18][CH3:19])[C:7]=2[CH3:20])[CH2:2]1.[CH3:21][O:22][C:23]1[CH:28]=[CH:27][C:26]([C:29]2[O:33][C:32]([C:34](OCC)=[O:35])=[N:31][N:30]=2)=[CH:25][CH:24]=1. No catalyst specified. The product is [CH3:19][O:18][C:8]1[C:7]([CH3:20])=[C:6]([CH:17]=[CH:16][C:9]=1[CH2:10][N:11]1[CH2:12][CH2:13][CH2:14][CH2:15]1)[O:5][CH:3]1[CH2:4][N:1]([C:34]([C:32]2[O:33][C:29]([C:26]3[CH:27]=[CH:28][C:23]([O:22][CH3:21])=[CH:24][CH:25]=3)=[N:30][N:31]=2)=[O:35])[CH2:2]1. The yield is 0.370. (3) The reactants are [C:1]([O:5][C:6]([N:8]1[CH2:13][CH:12]=[C:11](B2OC(C)(C)C(C)(C)O2)[CH2:10][CH2:9]1)=[O:7])([CH3:4])([CH3:3])[CH3:2].C(OC(N1CCC(=O)CC1)=O)(C)(C)C.C([O-])([O-])=O.[K+].[K+].[C:43]1([S:49]([N:52]2[C:56]3=[N:57][CH:58]=[CH:59][C:60](Cl)=[C:55]3[CH:54]=[CH:53]2)(=[O:51])=[O:50])[CH:48]=[CH:47][CH:46]=[CH:45][CH:44]=1. The catalyst is CN(C=O)C. The product is [C:1]([O:5][C:6]([N:8]1[CH2:13][CH:12]=[C:11]([C:60]2[CH:59]=[CH:58][N:57]=[C:56]3[N:52]([S:49]([C:43]4[CH:44]=[CH:45][CH:46]=[CH:47][CH:48]=4)(=[O:50])=[O:51])[CH:53]=[CH:54][C:55]=23)[CH2:10][CH2:9]1)=[O:7])([CH3:2])([CH3:3])[CH3:4]. The yield is 0.450. (4) The reactants are [CH:1]([C:3]1[CH:7]=[CH:6][N:5]([C:8]2[CH:13]=[CH:12][CH:11]=[CH:10][C:9]=2[OH:14])[CH:4]=1)=O.C([N:17](CC)CC)C.Cl.NO. The yield is 0.920. The catalyst is C(OC(=O)C)(=O)C. The product is [C:1]([C:3]1[CH:7]=[CH:6][N:5]([C:8]2[CH:13]=[CH:12][CH:11]=[CH:10][C:9]=2[OH:14])[CH:4]=1)#[N:17]. (5) The reactants are [OH:1][C:2]1[CH:3]=[C:4]([CH:7]=[CH:8][CH:9]=1)[CH:5]=[O:6].[H-].[Na+].FC(F)(F)S(O[CH2:18][C:19]12[CH2:28][CH:23]3[CH2:24][CH:25]([CH2:27][CH:21]([CH2:22]3)[CH2:20]1)[CH2:26]2)(=O)=O.O. The catalyst is CS(C)=O. The product is [C:19]12([CH2:18][O:1][C:2]3[CH:3]=[C:4]([CH:7]=[CH:8][CH:9]=3)[CH:5]=[O:6])[CH2:20][CH:21]3[CH2:27][CH:25]([CH2:24][CH:23]([CH2:22]3)[CH2:28]1)[CH2:26]2. The yield is 0.410. (6) The reactants are [CH:1]([N:4]1[CH2:9][CH2:8][N:7]([C:10]2[CH:15]=[N:14][C:13]([C:16]3[CH:21]=[CH:20][C:19]([NH2:22])=[CH:18][CH:17]=3)=[CH:12][N:11]=2)[CH2:6][CH2:5]1)([CH3:3])[CH3:2].[Cl:23][CH2:24][CH2:25][CH2:26][S:27](Cl)(=[O:29])=[O:28].[H-].[Na+]. The catalyst is CN(C=O)C. The product is [ClH:23].[ClH:23].[O:28]=[S:27]1(=[O:29])[CH2:26][CH2:25][CH2:24][N:22]1[C:19]1[CH:20]=[CH:21][C:16]([C:13]2[N:14]=[CH:15][C:10]([N:7]3[CH2:6][CH2:5][N:4]([CH:1]([CH3:3])[CH3:2])[CH2:9][CH2:8]3)=[N:11][CH:12]=2)=[CH:17][CH:18]=1. The yield is 0.220. (7) The reactants are [N:1]1([C:7]([C:9]2[S:10][CH:11]=[CH:12][CH:13]=2)=[O:8])[CH2:6][CH2:5][NH:4][CH2:3][CH2:2]1.Cl[C:15]1[C:24]2[C:19](=[CH:20][CH:21]=[CH:22][CH:23]=2)[NH:18][C:17](=[O:25])[C:16]=1[C:26]#[N:27]. The catalyst is C1(C)C=CC=CC=1. The product is [O:25]=[C:17]1[C:16]([C:26]#[N:27])=[C:15]([N:4]2[CH2:5][CH2:6][N:1]([C:7]([C:9]3[S:10][CH:11]=[CH:12][CH:13]=3)=[O:8])[CH2:2][CH2:3]2)[C:24]2[C:19](=[CH:20][CH:21]=[CH:22][CH:23]=2)[NH:18]1. The yield is 0.880.